Regression. Given two drug SMILES strings and cell line genomic features, predict the synergy score measuring deviation from expected non-interaction effect. From a dataset of NCI-60 drug combinations with 297,098 pairs across 59 cell lines. Drug 1: C1=CN(C(=O)N=C1N)C2C(C(C(O2)CO)O)(F)F. Drug 2: CC1=C(C(=CC=C1)Cl)NC(=O)C2=CN=C(S2)NC3=CC(=NC(=N3)C)N4CCN(CC4)CCO. Cell line: T-47D. Synergy scores: CSS=42.0, Synergy_ZIP=-4.71, Synergy_Bliss=-3.64, Synergy_Loewe=-2.80, Synergy_HSA=8.17.